From a dataset of Forward reaction prediction with 1.9M reactions from USPTO patents (1976-2016). Predict the product of the given reaction. (1) Given the reactants O.[OH-].[Li+].[O:4]=[C:5]1[N:14]2[C@H:9]([CH2:10][O:11][CH2:12][C@H:13]2[C:15]2[CH:20]=[C:19]([F:21])[C:18]([F:22])=[C:17]([F:23])[CH:16]=2)[CH2:8][CH2:7][CH:6]1P(=O)(OCC)OCC.[CH3:32][O:33][C:34]1[CH:35]=[C:36]([CH:39]=[CH:40][C:41]=1[N:42]1[CH:46]=[C:45]([CH3:47])[N:44]=[CH:43]1)[CH:37]=O.C(OCC)(=O)C, predict the reaction product. The product is: [CH3:32][O:33][C:34]1[CH:35]=[C:36]([CH:39]=[CH:40][C:41]=1[N:42]1[CH:46]=[C:45]([CH3:47])[N:44]=[CH:43]1)/[CH:37]=[C:6]1\[CH2:7][CH2:8][C@@H:9]2[N:14]([C:5]\1=[O:4])[C@H:13]([C:15]1[CH:16]=[C:17]([F:23])[C:18]([F:22])=[C:19]([F:21])[CH:20]=1)[CH2:12][O:11][CH2:10]2. (2) Given the reactants [O-:1][CH2:2][CH3:3].[Na+].C(OCC)(=O)C.[C:11]([C:14]1[CH:19]=[CH:18][CH:17]=[CH:16][CH:15]=1)(=[O:13])[CH3:12].Cl, predict the reaction product. The product is: [C:14]1([C:11](=[O:13])[CH2:12][C:2](=[O:1])[CH3:3])[CH:19]=[CH:18][CH:17]=[CH:16][CH:15]=1. (3) Given the reactants [F:1][C:2]([F:19])([F:18])[C:3]1[CH:8]=[CH:7][C:6]([N:9]2[CH2:14][CH2:13][N:12]([CH2:15][CH2:16][NH2:17])[CH2:11][CH2:10]2)=[CH:5][CH:4]=1.[CH:20](OCC)=[O:21], predict the reaction product. The product is: [F:19][C:2]([F:1])([F:18])[C:3]1[CH:4]=[CH:5][C:6]([N:9]2[CH2:10][CH2:11][N:12]([CH2:15][CH2:16][NH:17][CH:20]=[O:21])[CH2:13][CH2:14]2)=[CH:7][CH:8]=1. (4) Given the reactants [O:1]=[S:2]1(=[O:15])[C:7]2[CH:8]=[CH:9][CH:10]=[CH:11][C:6]=2[N:5]2[CH2:12][CH2:13][CH2:14][C:4]2=[N:3]1, predict the reaction product. The product is: [O:15]=[S:2]1(=[O:1])[C:7]2[CH:8]=[CH:9][CH:10]=[CH:11][C:6]=2[N:5]2[CH2:12][CH2:13][CH2:14][C@@H:4]2[NH:3]1. (5) Given the reactants [CH2:1]([C:3]1[C:4](N)=[N:5][C:6]([CH3:9])=[CH:7][CH:8]=1)[CH3:2].N([O-])=[O:12].[Na+].[OH-].[Na+], predict the reaction product. The product is: [CH2:1]([C:3]1[C:4](=[O:12])[NH:5][C:6]([CH3:9])=[CH:7][CH:8]=1)[CH3:2]. (6) Given the reactants Cl.[F:2][C:3]1[CH:8]=[CH:7][C:6]([NH:9][NH2:10])=[CH:5][CH:4]=1.C(O[CH:14]=[C:15]([C:18]#[N:19])[C:16]#[N:17])C, predict the reaction product. The product is: [NH2:19][C:18]1[N:9]([C:6]2[CH:7]=[CH:8][C:3]([F:2])=[CH:4][CH:5]=2)[N:10]=[CH:14][C:15]=1[C:16]#[N:17]. (7) Given the reactants [Cl:1][C:2]1[CH:3]=[C:4]2[C:10]([C:11]3[N:16]=[C:15]([NH:17][C@H:18]4[CH2:23][CH2:22][CH2:21][C@@:20]([CH3:28])([C:24]([O:26]C)=[O:25])[CH2:19]4)[C:14]([F:29])=[CH:13][N:12]=3)=[CH:9][NH:8][C:5]2=[N:6][CH:7]=1.O.[Li+].[OH-], predict the reaction product. The product is: [Cl:1][C:2]1[CH:3]=[C:4]2[C:10]([C:11]3[N:16]=[C:15]([NH:17][C@H:18]4[CH2:23][CH2:22][CH2:21][C@@:20]([CH3:28])([C:24]([OH:26])=[O:25])[CH2:19]4)[C:14]([F:29])=[CH:13][N:12]=3)=[CH:9][NH:8][C:5]2=[N:6][CH:7]=1.